Dataset: Full USPTO retrosynthesis dataset with 1.9M reactions from patents (1976-2016). Task: Predict the reactants needed to synthesize the given product. (1) Given the product [Na+:2].[CH3:11][CH:10]([CH3:12])[CH2:9][C@H:8]([CH2:13][N+:14]([O-:16])=[O:15])[CH2:7][C:6]([O-:17])=[O:5], predict the reactants needed to synthesize it. The reactants are: [OH-].[Na+:2].C([O:5][C:6](=[O:17])[CH2:7][C@@H:8]([CH2:13][N+:14]([O-:16])=[O:15])[CH2:9][CH:10]([CH3:12])[CH3:11])C. (2) Given the product [CH:19](/[C:2]1[N:6]2[N:7]=[C:8]([NH:11][CH2:12][C:13]3[CH:14]=[N:15][CH:16]=[CH:17][CH:18]=3)[CH:9]=[CH:10][C:5]2=[N:4][CH:3]=1)=[CH:20]\[CH2:21][CH2:22][CH2:23][CH3:24], predict the reactants needed to synthesize it. The reactants are: Br[C:2]1[N:6]2[N:7]=[C:8]([NH:11][CH2:12][C:13]3[CH:14]=[N:15][CH:16]=[CH:17][CH:18]=3)[CH:9]=[CH:10][C:5]2=[N:4][CH:3]=1.[CH:19](/B(O)O)=[CH:20]\[CH2:21][CH2:22][CH2:23][CH3:24]. (3) Given the product [ClH:43].[C:8]([S:11][CH:12]1[CH2:17][CH2:16][N:15]([CH:30]([C:36]2[CH:41]=[CH:40][CH:39]=[CH:38][C:37]=2[F:42])[C:31]([CH:33]2[CH2:34][CH2:35]2)=[O:32])[CH2:14]/[C:13]/1=[CH:18]\[C:19]1[N:20]=[N:21][N:22]([CH2:24][C:25]([O:27][CH3:28])=[O:26])[CH:23]=1)(=[O:10])[CH3:9], predict the reactants needed to synthesize it. The reactants are: FC(F)(F)C(O)=O.[C:8]([S:11][CH:12]1[CH2:17][CH2:16][NH:15][CH2:14]/[C:13]/1=[CH:18]\[C:19]1[N:20]=[N:21][N:22]([CH2:24][C:25]([O:27][CH3:28])=[O:26])[CH:23]=1)(=[O:10])[CH3:9].Br[CH:30]([C:36]1[CH:41]=[CH:40][CH:39]=[CH:38][C:37]=1[F:42])[C:31]([CH:33]1[CH2:35][CH2:34]1)=[O:32].[ClH:43]. (4) Given the product [CH3:3][CH:2]([C:4]1[N:8]([CH2:9][CH2:10][C@@H:11]([OH:19])[CH2:12][C@@H:13]([OH:18])[CH2:14][C:15]([OH:17])=[O:16])[C:7]([C:20]2[CH:25]=[CH:24][C:23]([F:26])=[CH:22][CH:21]=2)=[C:6]([C:27]2[CH:32]=[CH:31][CH:30]=[CH:29][CH:28]=2)[C:5]=1[C:33]([NH:35][C:36]1[CH:41]=[CH:40][CH:39]=[CH:38][CH:37]=1)=[O:34])[CH3:1], predict the reactants needed to synthesize it. The reactants are: [CH3:1][CH:2]([C:4]1[N:8]([CH2:9][CH2:10][C@@H:11]([OH:19])[CH2:12][C@@H:13]([OH:18])[CH2:14][C:15]([O-:17])=[O:16])[C:7]([C:20]2[CH:21]=[CH:22][C:23]([F:26])=[CH:24][CH:25]=2)=[C:6]([C:27]2[CH:28]=[CH:29][CH:30]=[CH:31][CH:32]=2)[C:5]=1[C:33]([NH:35][C:36]1[CH:37]=[CH:38][CH:39]=[CH:40][CH:41]=1)=[O:34])[CH3:3].[CH3:3][CH:2]([C:4]1[N:8]([CH2:9][CH2:10][C@@H:11]([OH:19])[CH2:12][C@@H:13]([OH:18])[CH2:14][C:15]([O-:17])=[O:16])[C:7]([C:20]2[CH:25]=[CH:24][C:23]([F:26])=[CH:22][CH:21]=2)=[C:6]([C:27]2[CH:32]=[CH:31][CH:30]=[CH:29][CH:28]=2)[C:5]=1[C:33]([NH:35][C:36]1[CH:41]=[CH:40][CH:39]=[CH:38][CH:37]=1)=[O:34])[CH3:1].[Ca+2].CCCCCC. (5) Given the product [Br:15][C:16]1[C:17]2[N:18]([C:23]([C:26]([NH:47][C:45]3[CH:44]=[CH:43][N:42]=[C:41]([Cl:40])[CH:46]=3)=[O:28])=[CH:24][N:25]=2)[N:19]=[C:20]([Cl:22])[CH:21]=1, predict the reactants needed to synthesize it. The reactants are: ClC1C=C(Cl)C2N(C(C(O)=O)=CN=2)N=1.[Br:15][C:16]1[C:17]2[N:18]([C:23]([C:26]([OH:28])=O)=[CH:24][N:25]=2)[N:19]=[C:20]([Cl:22])[CH:21]=1.C(Cl)(=O)C(Cl)=O.CN(C)C=O.[Cl:40][C:41]1[CH:46]=[C:45]([NH2:47])[CH:44]=[CH:43][N:42]=1.C(N(CC)C(C)C)(C)C.ClC1C=C(Cl)C2N(C(C(NC3C=CN=C(Cl)C=3)=O)=CN=2)N=1. (6) The reactants are: [I:1][C:2]1[CH:9]=[CH:8][CH:7]=[CH:6][C:3]=1[CH:4]=O.[C:10]1([C@H:16]([NH2:18])[CH3:17])[CH:15]=[CH:14][CH:13]=[CH:12][CH:11]=1. Given the product [I:1][C:2]1[CH:9]=[CH:8][CH:7]=[CH:6][C:3]=1[CH2:4][NH:18][C@@H:16]([C:10]1[CH:15]=[CH:14][CH:13]=[CH:12][CH:11]=1)[CH3:17], predict the reactants needed to synthesize it.